From a dataset of NCI-60 drug combinations with 297,098 pairs across 59 cell lines. Regression. Given two drug SMILES strings and cell line genomic features, predict the synergy score measuring deviation from expected non-interaction effect. Drug 1: C1=NC2=C(N=C(N=C2N1C3C(C(C(O3)CO)O)O)F)N. Drug 2: CNC(=O)C1=NC=CC(=C1)OC2=CC=C(C=C2)NC(=O)NC3=CC(=C(C=C3)Cl)C(F)(F)F. Cell line: OVCAR3. Synergy scores: CSS=-4.50, Synergy_ZIP=0.904, Synergy_Bliss=-0.866, Synergy_Loewe=-3.94, Synergy_HSA=-2.41.